From a dataset of Full USPTO retrosynthesis dataset with 1.9M reactions from patents (1976-2016). Predict the reactants needed to synthesize the given product. (1) Given the product [F:12][C:11]([F:13])([F:14])[C@@H:10]([C:15]1[CH:20]=[CH:19][CH:18]=[CH:17][CH:16]=1)[NH:9][C@@H:7]([C:1]1[CH:6]=[CH:5][CH:4]=[CH:3][CH:2]=1)[CH3:8].[S:32]([C:29]1[CH:30]=[CH:31][C:26]([CH3:36])=[CH:27][CH:28]=1)([O-:35])(=[O:34])=[O:33], predict the reactants needed to synthesize it. The reactants are: [C:1]1([C@H:7]([N:9]=[C:10]([C:15]2[CH:20]=[CH:19][CH:18]=[CH:17][CH:16]=2)[C:11]([F:14])([F:13])[F:12])[CH3:8])[CH:6]=[CH:5][CH:4]=[CH:3][CH:2]=1.C([BH3-])#N.[Na+].O.[C:26]1([CH3:36])[CH:31]=[CH:30][C:29]([S:32]([OH:35])(=[O:34])=[O:33])=[CH:28][CH:27]=1.CCCCCC. (2) The reactants are: [NH2:1][C:2]1[C:3]([Cl:12])=[C:4]([C:8]([Cl:11])=[CH:9][CH:10]=1)[C:5]([OH:7])=[O:6].C(N(CC)CC)C.[F:20][CH2:21][CH2:22][CH2:23][S:24](Cl)(=[O:26])=[O:25].O. Given the product [Cl:12][C:3]1[C:2]([NH:1][S:24]([CH2:23][CH2:22][CH2:21][F:20])(=[O:26])=[O:25])=[CH:10][CH:9]=[C:8]([Cl:11])[C:4]=1[C:5]([OH:7])=[O:6], predict the reactants needed to synthesize it. (3) Given the product [CH3:17][C:14]1([CH3:18])[CH2:13][O:12][C:11]([CH:19]=[CH2:20])([C:9]([OH:10])=[O:8])[CH2:16][O:15]1, predict the reactants needed to synthesize it. The reactants are: C([O:8][C:9]([C:11]1([CH:19]=[CH2:20])[CH2:16][O:15][C:14]([CH3:18])([CH3:17])[CH2:13][O:12]1)=[O:10])C1C=CC=CC=1.O.[OH-].[Li+]. (4) Given the product [Cl:19][C:20]1[CH:25]=[CH:24][C:23]2[N:15]([C:13]([CH:12]([C:11]3[C:2]([F:1])=[C:3]4[C:8](=[CH:9][C:10]=3[F:18])[N:7]=[CH:6][CH:5]=[CH:4]4)[CH3:17])=[N:21][N:22]=2)[N:16]=1, predict the reactants needed to synthesize it. The reactants are: [F:1][C:2]1[C:11]([CH:12]([CH3:17])[C:13]([NH:15][NH2:16])=O)=[C:10]([F:18])[CH:9]=[C:8]2[C:3]=1[CH:4]=[CH:5][CH:6]=[N:7]2.[Cl:19][C:20]1[N:21]=[N:22][C:23](Cl)=[CH:24][CH:25]=1. (5) Given the product [CH2:9]([O:11][C:12](=[O:18])[C:13](=[O:14])[CH2:6][C:5](=[O:7])[CH2:4][CH2:3][CH:2]([CH3:8])[CH3:1])[CH3:10], predict the reactants needed to synthesize it. The reactants are: [CH3:1][CH:2]([CH3:8])[CH2:3][CH2:4][C:5](=[O:7])[CH3:6].[CH2:9]([O:11][C:12](=[O:18])[C:13](OCC)=[O:14])[CH3:10].CC[O-].[Na+]. (6) Given the product [C:1]([O:5][C:6]([N:8]1[CH2:9][CH2:10][N:11]([C:14]2[CH:19]=[C:18]([O:20][CH3:21])[CH:17]=[C:16]([NH:22][CH2:23][C:24]3[CH:25]=[CH:26][CH:27]=[CH:28][CH:29]=3)[C:15]=2[CH2:31][NH2:32])[CH2:12][CH2:13]1)=[O:7])([CH3:4])([CH3:2])[CH3:3], predict the reactants needed to synthesize it. The reactants are: [C:1]([O:5][C:6]([N:8]1[CH2:13][CH2:12][N:11]([C:14]2[CH:19]=[C:18]([O:20][CH3:21])[CH:17]=[C:16]([NH:22][C:23](=O)[C:24]3[CH:29]=[CH:28][CH:27]=[CH:26][CH:25]=3)[C:15]=2[C:31]#[N:32])[CH2:10][CH2:9]1)=[O:7])([CH3:4])([CH3:3])[CH3:2].B.